Dataset: Forward reaction prediction with 1.9M reactions from USPTO patents (1976-2016). Task: Predict the product of the given reaction. (1) The product is: [F:52][C:51]([F:54])([F:53])[C:49]([OH:55])=[O:50].[F:16][CH:15]([F:17])[CH2:14][O:13][C:10]1[CH:9]=[CH:8][C:7]([CH:6]2[CH2:5][CH2:4][CH2:3][CH2:2][N:22]3[N:21]=[C:20]([NH:23][C:24]4[CH:29]=[CH:28][C:27]([N:30]5[C:34]([CH3:35])=[N:33][C:32]([CH3:36])=[N:31]5)=[C:26]([F:37])[CH:25]=4)[N:19]=[C:18]23)=[CH:12][CH:11]=1. Given the reactants Cl[CH2:2][CH2:3][CH2:4][CH2:5][CH:6]([C:18]1[NH:22][N:21]=[C:20]([NH:23][C:24]2[CH:29]=[CH:28][C:27]([N:30]3[C:34]([CH3:35])=[N:33][C:32]([CH3:36])=[N:31]3)=[C:26]([F:37])[CH:25]=2)[N:19]=1)[C:7]1[CH:12]=[CH:11][C:10]([O:13][CH2:14][CH:15]([F:17])[F:16])=[CH:9][CH:8]=1.[I-].[Na+].C(N(C(C)C)CC)(C)C.[C:49]([OH:55])([C:51]([F:54])([F:53])[F:52])=[O:50], predict the reaction product. (2) Given the reactants CC(C)([O-])C.[K+].[F:7][C:8]1[C:20]([F:21])=[C:19]([F:22])[CH:18]=[CH:17][C:9]=1[NH:10][C@H:11]([CH3:16])[C:12]([O:14]C)=[O:13].[OH-].[Na+].Cl, predict the reaction product. The product is: [F:7][C:8]1[C:20]([F:21])=[C:19]([F:22])[CH:18]=[CH:17][C:9]=1[NH:10][CH:11]([CH3:16])[C:12]([OH:14])=[O:13]. (3) Given the reactants C[O:2][C:3](=[O:24])[C:4]1[CH:9]=[CH:8][C:7]([O:10][CH2:11][C:12]2[C:13]([C:17]3[CH:22]=[CH:21][C:20]([Cl:23])=[CH:19][CH:18]=3)=[N:14][O:15][CH:16]=2)=[N:6][CH:5]=1.O.[OH-].[Li+].Cl, predict the reaction product. The product is: [Cl:23][C:20]1[CH:19]=[CH:18][C:17]([C:13]2[C:12]([CH2:11][O:10][C:7]3[CH:8]=[CH:9][C:4]([C:3]([OH:24])=[O:2])=[CH:5][N:6]=3)=[CH:16][O:15][N:14]=2)=[CH:22][CH:21]=1. (4) The product is: [ClH:32].[C:1]([C:5]1[CH:10]=[CH:9][C:8]([C:11]2[N:12]([C:30]([N:47]3[CH2:48][CH2:49][N:44]([CH2:43][C:42]([N:36]4[CH2:37][CH2:38][O:39][CH2:40][CH2:41]4)=[O:50])[CH2:45][CH2:46]3)=[O:31])[C@H:13]([C:23]3[CH:28]=[CH:27][C:26]([F:29])=[CH:25][CH:24]=3)[C@H:14]([C:16]3[CH:21]=[CH:20][C:19]([F:22])=[CH:18][CH:17]=3)[N:15]=2)=[C:7]([O:33][CH2:34][CH3:35])[CH:6]=1)([CH3:4])([CH3:3])[CH3:2]. Given the reactants [C:1]([C:5]1[CH:10]=[CH:9][C:8]([C:11]2[N:12]([C:30]([Cl:32])=[O:31])[C@H:13]([C:23]3[CH:28]=[CH:27][C:26]([F:29])=[CH:25][CH:24]=3)[C@H:14]([C:16]3[CH:21]=[CH:20][C:19]([F:22])=[CH:18][CH:17]=3)[N:15]=2)=[C:7]([O:33][CH2:34][CH3:35])[CH:6]=1)([CH3:4])([CH3:3])[CH3:2].[N:36]1([C:42](=[O:50])[CH2:43][N:44]2[CH2:49][CH2:48][NH:47][CH2:46][CH2:45]2)[CH2:41][CH2:40][O:39][CH2:38][CH2:37]1, predict the reaction product. (5) Given the reactants C[Mg]Cl.Cl.[O:5]1[CH2:9][CH2:8][CH2:7][CH2:6]1, predict the reaction product. The product is: [OH:5][C:9]([CH3:8])([CH3:9])[CH2:8][C:7]1[CH:6]=[CH:7][C:7]([CH2:8][C:9]([OH:5])=[O:5])=[CH:6][CH:6]=1. (6) Given the reactants [Br:1][C:2]1[CH:11]=[C:10]2[C:5]([CH:6]=[C:7]([CH3:20])[C:8]([CH:13]([OH:19])[C:14]([O:16][CH2:17][CH3:18])=[O:15])=[C:9]2[OH:12])=[CH:4][CH:3]=1.N1C=CN=C1.Cl[Si](CC)(CC)CC.[NH4+].[Cl-].C(N(CC)CC)C.[F:43][C:44]([F:57])([F:56])[S:45](O[S:45]([C:44]([F:57])([F:56])[F:43])(=[O:47])=[O:46])(=[O:47])=[O:46], predict the reaction product. The product is: [Br:1][C:2]1[CH:11]=[C:10]2[C:5]([CH:6]=[C:7]([CH3:20])[C:8]([CH:13]([OH:19])[C:14]([O:16][CH2:17][CH3:18])=[O:15])=[C:9]2[O:12][S:45]([C:44]([F:57])([F:56])[F:43])(=[O:47])=[O:46])=[CH:4][CH:3]=1.